Dataset: Kir2.1 potassium channel HTS with 301,493 compounds. Task: Binary Classification. Given a drug SMILES string, predict its activity (active/inactive) in a high-throughput screening assay against a specified biological target. (1) The compound is S(=O)(=O)(Nc1ccc(N2CCOCC2)cc1)c1cc(ccc1)C(=O)C. The result is 0 (inactive). (2) The compound is n1(c(c(cc1C)/C=C(\c1[nH]c2c(n1)cccc2)C#N)C)C. The result is 0 (inactive).